From a dataset of Full USPTO retrosynthesis dataset with 1.9M reactions from patents (1976-2016). Predict the reactants needed to synthesize the given product. (1) The reactants are: [C:1]([O:5][C:6]([NH:8][CH2:9][C:10]1[N:11]([CH2:31][CH:32]([CH3:34])[CH3:33])[C:12](=[O:30])[C:13]2[C:18]([C:19]=1[C:20]1[CH:25]=[CH:24][CH:23]=[C:22]([F:26])[CH:21]=1)=[CH:17][C:16]([C:27](O)=[O:28])=[CH:15][CH:14]=2)=[O:7])([CH3:4])([CH3:3])[CH3:2].Cl.C([N:38]=C=NCCCN(C)C)C.[NH4+].ON1C2C=CC=CC=2N=N1.O. Given the product [C:1]([O:5][C:6]([NH:8][CH2:9][C:10]1[N:11]([CH2:31][CH:32]([CH3:34])[CH3:33])[C:12](=[O:30])[C:13]2[C:18]([C:19]=1[C:20]1[CH:25]=[CH:24][CH:23]=[C:22]([F:26])[CH:21]=1)=[CH:17][C:16]([C:27]([NH2:38])=[O:28])=[CH:15][CH:14]=2)=[O:7])([CH3:4])([CH3:2])[CH3:3], predict the reactants needed to synthesize it. (2) The reactants are: [Cl:1][C:2]1[C:3](F)=[C:4]([C:8]([C:10]2[CH:15]=[CH:14][C:13]([O:16][CH3:17])=[CH:12][CH:11]=2)=O)[CH:5]=[CH:6][CH:7]=1.Cl.[CH:20]1([NH:26][NH2:27])[CH2:25][CH2:24][CH2:23][CH2:22][CH2:21]1. Given the product [Cl:1][C:2]1[CH:7]=[CH:6][CH:5]=[C:4]2[C:3]=1[N:26]([CH:20]1[CH2:25][CH2:24][CH2:23][CH2:22][CH2:21]1)[N:27]=[C:8]2[C:10]1[CH:15]=[CH:14][C:13]([O:16][CH3:17])=[CH:12][CH:11]=1, predict the reactants needed to synthesize it.